This data is from Full USPTO retrosynthesis dataset with 1.9M reactions from patents (1976-2016). The task is: Predict the reactants needed to synthesize the given product. (1) Given the product [Cl:1][C:2]1[C:7]([C:8]2[C:9](=[O:31])[N:10]([CH2:29][CH3:30])[C:11]3[C:16]([CH:17]=2)=[CH:15][N:14]=[C:13]([NH:18][CH3:19])[CH:12]=3)=[CH:6][C:5]([NH:32][C:33]([NH:35][C:36]2[CH:41]=[CH:40][CH:39]=[C:38]([CH2:42][N:43]3[CH2:44][CH2:45][N:46]([CH3:49])[CH2:47][CH2:48]3)[CH:37]=2)=[O:34])=[C:4]([F:50])[CH:3]=1, predict the reactants needed to synthesize it. The reactants are: [Cl:1][C:2]1[C:7]([C:8]2[C:9](=[O:31])[N:10]([CH2:29][CH3:30])[C:11]3[C:16]([CH:17]=2)=[CH:15][N:14]=[C:13]([N:18](CC2C=CC(OC)=CC=2)[CH3:19])[CH:12]=3)=[CH:6][C:5]([NH:32][C:33]([NH:35][C:36]2[CH:41]=[CH:40][CH:39]=[C:38]([CH2:42][N:43]3[CH2:48][CH2:47][N:46]([CH3:49])[CH2:45][CH2:44]3)[CH:37]=2)=[O:34])=[C:4]([F:50])[CH:3]=1.C1(OC)C=CC=CC=1. (2) Given the product [CH2:27]([S:38]([C:4]1[N:5]=[C:6]([C:23]([F:25])([F:26])[F:24])[S:7][C:8]=1[C:9]1[N:21]([CH3:22])[C:12]2[CH:13]=[N:14][C:15]([C:17]([F:19])([F:20])[F:18])=[CH:16][C:11]=2[N:10]=1)(=[O:41])=[O:39])[CH3:28], predict the reactants needed to synthesize it. The reactants are: C(S[C:4]1[N:5]=[C:6]([C:23]([F:26])([F:25])[F:24])[S:7][C:8]=1[C:9]1[N:21]([CH3:22])[C:12]2[CH:13]=[N:14][C:15]([C:17]([F:20])([F:19])[F:18])=[CH:16][C:11]=2[N:10]=1)C.[CH:27]1C=C(Cl)C=C(C(OO)=O)[CH:28]=1.[S:38]([O-:41])([O-])=[O:39].[Na+].[Na+]. (3) Given the product [CH3:21][O:20][C:17]1[CH:18]=[CH:19][C:14]([C@H:12]2[CH2:13][C@@H:11]2[CH2:10][O:9][C:3]2[C:2]([C:30]3[CH:34]=[N:33][N:32]4[CH2:35][CH2:36][CH2:37][C:31]=34)=[CH:7][N:6]=[C:5]([CH3:8])[N:4]=2)=[N:15][CH:16]=1, predict the reactants needed to synthesize it. The reactants are: Br[C:2]1[C:3]([O:9][CH2:10][C@H:11]2[CH2:13][C@@H:12]2[C:14]2[CH:19]=[CH:18][C:17]([O:20][CH3:21])=[CH:16][N:15]=2)=[N:4][C:5]([CH3:8])=[N:6][CH:7]=1.CC1(C)C(C)(C)OB([C:30]2[CH:34]=[N:33][N:32]3[CH2:35][CH2:36][CH2:37][C:31]=23)O1.P([O-])([O-])([O-])=O.[K+].[K+].[K+].COC1C=CC=C(OC)C=1C1C=CC=CC=1P(C1CCCCC1)C1CCCCC1. (4) Given the product [NH:25]1[C:20]2[CH:21]=[CH:22][CH:23]=[CH:24][C:19]=2[N:26]=[C:17]1[C:5]1[C:4]2[C:8](=[CH:9][CH:10]=[C:2]([Br:1])[CH:3]=2)[N:7]([CH:11]2[CH2:16][CH2:15][CH2:14][CH2:13][O:12]2)[N:6]=1, predict the reactants needed to synthesize it. The reactants are: [Br:1][C:2]1[CH:3]=[C:4]2[C:8](=[CH:9][CH:10]=1)[N:7]([CH:11]1[CH2:16][CH2:15][CH2:14][CH2:13][O:12]1)[N:6]=[C:5]2[CH:17]=O.[C:19]1([NH2:26])[CH:24]=[CH:23][CH:22]=[CH:21][C:20]=1[NH2:25].S(=O)(O)[O-].[Na+]. (5) Given the product [Br:34][CH2:1][C:2]1[C:11]([N+:12]([O-:14])=[O:13])=[CH:10][CH:9]=[CH:8][C:3]=1[C:4]([OH:6])=[O:5], predict the reactants needed to synthesize it. The reactants are: [CH3:1][C:2]1[C:11]([N+:12]([O-:14])=[O:13])=[CH:10][CH:9]=[CH:8][C:3]=1[C:4]([O:6]C)=[O:5].CC(N=NC(C#N)(C)C)(C#N)C.C1C(=O)N([Br:34])C(=O)C1. (6) Given the product [ClH:13].[CH3:30][O:29][C:26]1[CH:27]=[C:28]2[C:23](=[CH:24][CH:25]=1)[N:22]=[CH:21][N:20]=[CH:19]2, predict the reactants needed to synthesize it. The reactants are: N(C(OCC)=O)=NC(OCC)=O.[Cl:13]C1C=CC(N[C:19]2[C:28]3[C:23](=[CH:24][C:25](O)=[C:26]([O:29][CH3:30])[CH:27]=3)[N:22]=[CH:21][N:20]=2)=C(F)C=1.C1(P(C2C=CC=CC=2)C2C=CC=CC=2)C=CC=CC=1.OCCCN1CCC[C@H]1C(=O)N(C)C. (7) Given the product [CH2:5]([O:6][C:7](=[O:19])[C:8]([OH:9])([CH2:10][CH:11]=[C:12]([CH3:13])[CH3:14])[CH2:15][C:16]([OH:18])=[O:17])[C:1]1[CH:3]=[CH:22][CH:21]=[CH:20][CH:4]=1, predict the reactants needed to synthesize it. The reactants are: [C:1]([CH:5]1[O:9][C:8]([CH2:15][C:16]([OH:18])=[O:17])([CH2:10][CH:11]=[C:12]([CH3:14])[CH3:13])[C:7](=[O:19])[O:6]1)([CH3:4])([CH3:3])C.[CH2:20](O)[C:21]1C=CC=C[CH:22]=1.[H-].[Na+]. (8) Given the product [C:1]([C:5]1[CH:6]=[CH:7][C:8]2[O:12][C:11]([C:13]3[CH:18]=[CH:17][N:16]=[CH:15][C:14]=3[O:19][CH:32]([CH3:34])[CH3:33])=[N:10][C:9]=2[CH:20]=1)([CH3:4])([CH3:2])[CH3:3], predict the reactants needed to synthesize it. The reactants are: [C:1]([C:5]1[CH:6]=[CH:7][C:8]2[O:12][C:11]([C:13]3[CH:18]=[CH:17][N:16]=[CH:15][C:14]=3[OH:19])=[N:10][C:9]=2[CH:20]=1)([CH3:4])([CH3:3])[CH3:2].C(=O)([O-])[O-].[K+].[K+].CN(C=O)C.[CH:32](I)([CH3:34])[CH3:33].